From a dataset of Forward reaction prediction with 1.9M reactions from USPTO patents (1976-2016). Predict the product of the given reaction. (1) Given the reactants [N-:1]=[N+]=[N-].[Na+].C(O)(=O)C.[C:9]1(=[O:20])[C:18]2[C:13](=[CH:14][CH:15]=[CH:16][CH:17]=2)[C:12](=[O:19])[CH:11]=[CH:10]1, predict the reaction product. The product is: [NH2:1][C:11]1[C:12](=[O:19])[C:13]2[C:18]([C:9](=[O:20])[CH:10]=1)=[CH:17][CH:16]=[CH:15][CH:14]=2. (2) Given the reactants [CH2:1]([O:3][CH:4]([O:6][C@@H:7]1[CH2:15][C@@H:10]2[O:11][C:12](=[O:14])[CH2:13][C@@H:9]2[C@H:8]1[CH2:16][CH2:17][C@@H:18]([O:27][CH:28]([O:30][CH2:31][CH3:32])[CH3:29])[CH2:19][CH2:20][C:21]1[CH:26]=[CH:25][CH:24]=[CH:23][CH:22]=1)[CH3:5])[CH3:2].CC(C[AlH]CC(C)C)C.C(OCC)(=O)C.C([O-])(=O)C(C(C([O-])=O)O)O.[Na+].[K+], predict the reaction product. The product is: [CH2:1]([O:3][CH:4]([O:6][C@@H:7]1[CH2:15][C@@H:10]2[O:11][CH:12]([OH:14])[CH2:13][C@@H:9]2[C@H:8]1[CH2:16][CH2:17][C@@H:18]([O:27][CH:28]([O:30][CH2:31][CH3:32])[CH3:29])[CH2:19][CH2:20][C:21]1[CH:22]=[CH:23][CH:24]=[CH:25][CH:26]=1)[CH3:5])[CH3:2]. (3) Given the reactants C(O)(C(F)(F)F)=O.C(OC(=O)[NH:14][CH2:15][C:16]1[CH:21]=[CH:20][C:19]([Cl:22])=[CH:18][C:17]=1[CH2:23][NH:24][C:25]([C@@H:27]1[CH2:31][CH2:30][CH2:29][N:28]1[C:32]([C:34]1[N:35]([CH2:45][O:46]CC[Si](C)(C)C)[CH:36]=[C:37]([C:39]2[CH:44]=[CH:43][N:42]=[CH:41][CH:40]=2)[CH:38]=1)=[O:33])=[O:26])(C)(C)C, predict the reaction product. The product is: [NH2:14][CH2:15][C:16]1[CH:21]=[CH:20][C:19]([Cl:22])=[CH:18][C:17]=1[CH2:23][NH:24][C:25]([C@@H:27]1[CH2:31][CH2:30][CH2:29][N:28]1[C:32]([C:34]1[N:35]([CH2:45][OH:46])[CH:36]=[C:37]([C:39]2[CH:44]=[CH:43][N:42]=[CH:41][CH:40]=2)[CH:38]=1)=[O:33])=[O:26]. (4) Given the reactants [Br:1][C:2]1[C:3]([N:28]2[CH2:33][CH2:32][CH2:31][C@@H:30]([NH:34]C(=O)OC(C)(C)C)[CH2:29]2)=[C:4]2[C:10]([NH:11][C:12]([C:14]3[CH:15]=[N:16][N:17](CC4C=CC(OC)=CC=4)[CH:18]=3)=[O:13])=[CH:9][NH:8][C:5]2=[N:6][CH:7]=1.C(O)(C(F)(F)F)=O.C(Cl)[Cl:50], predict the reaction product. The product is: [ClH:50].[NH2:34][C@@H:30]1[CH2:31][CH2:32][CH2:33][N:28]([C:3]2[C:2]([Br:1])=[CH:7][N:6]=[C:5]3[NH:8][CH:9]=[C:10]([NH:11][C:12]([C:14]4[CH:18]=[N:17][NH:16][CH:15]=4)=[O:13])[C:4]=23)[CH2:29]1. (5) Given the reactants [CH2:1]([N:7]1[CH2:12][CH:11]2[CH:9]([C:10]2([CH3:24])[C:13]2[CH:18]=[CH:17][CH:16]=[C:15]([C:19]3[S:20][CH:21]=[CH:22][CH:23]=3)[CH:14]=2)[C:8]1=O)[CH2:2][CH2:3][CH2:4][CH2:5][CH3:6].[H-].[Al+3].[Li+].[H-].[H-].[H-], predict the reaction product. The product is: [CH2:1]([N:7]1[CH2:8][CH:9]2[CH:11]([C:10]2([CH3:24])[C:13]2[CH:18]=[CH:17][CH:16]=[C:15]([C:19]3[S:20][CH:21]=[CH:22][CH:23]=3)[CH:14]=2)[CH2:12]1)[CH2:2][CH2:3][CH2:4][CH2:5][CH3:6].